From a dataset of Merck oncology drug combination screen with 23,052 pairs across 39 cell lines. Regression. Given two drug SMILES strings and cell line genomic features, predict the synergy score measuring deviation from expected non-interaction effect. Drug 1: COC1CC2CCC(C)C(O)(O2)C(=O)C(=O)N2CCCCC2C(=O)OC(C(C)CC2CCC(OP(C)(C)=O)C(OC)C2)CC(=O)C(C)C=C(C)C(O)C(OC)C(=O)C(C)CC(C)C=CC=CC=C1C. Drug 2: Cn1cc(-c2cnn3c(N)c(Br)c(C4CCCNC4)nc23)cn1. Cell line: MDAMB436. Synergy scores: synergy=31.1.